From a dataset of Catalyst prediction with 721,799 reactions and 888 catalyst types from USPTO. Predict which catalyst facilitates the given reaction. (1) Reactant: [N:1]12[CH2:8][CH2:7][CH:4]([CH2:5][CH2:6]1)[C@@H:3]([O:9][C:10](=[O:25])[C:11]([C:19]1[CH:24]=[CH:23][CH:22]=[CH:21][CH:20]=1)([N:13]1[CH2:18][CH2:17][CH2:16][CH2:15][CH2:14]1)[CH3:12])[CH2:2]2.[Br:26][CH2:27][CH2:28][C:29]1[CH:34]=[CH:33][C:32]([F:35])=[CH:31][CH:30]=1. Product: [Br-:26].[F:35][C:32]1[CH:33]=[CH:34][C:29]([CH2:28][CH2:27][N+:1]23[CH2:6][CH2:5][CH:4]([CH2:7][CH2:8]2)[C@@H:3]([O:9][C:10](=[O:25])[C@:11]([C:19]2[CH:20]=[CH:21][CH:22]=[CH:23][CH:24]=2)([N:13]2[CH2:14][CH2:15][CH2:16][CH2:17][CH2:18]2)[CH3:12])[CH2:2]3)=[CH:30][CH:31]=1. The catalyst class is: 10. (2) Reactant: [CH:1]1([CH2:4][N:5]2[CH2:10][CH2:9][CH:8]([O:11][CH:12]3[CH2:17][CH2:16][N:15](C(OC(C)(C)C)=O)[CH2:14][CH2:13]3)[CH2:7][CH2:6]2)[CH2:3][CH2:2]1.Cl. Product: [CH:1]1([CH2:4][N:5]2[CH2:10][CH2:9][CH:8]([O:11][CH:12]3[CH2:13][CH2:14][NH:15][CH2:16][CH2:17]3)[CH2:7][CH2:6]2)[CH2:2][CH2:3]1. The catalyst class is: 71. (3) Reactant: [Si:1](Cl)([C:14]([CH3:17])([CH3:16])[CH3:15])([C:8]1[CH:13]=[CH:12][CH:11]=[CH:10][CH:9]=1)[C:2]1[CH:7]=[CH:6][CH:5]=[CH:4][CH:3]=1.[CH3:19][O:20][C:21]1[CH:22]=[C:23]([OH:28])[CH:24]=[C:25]([CH:27]=1)[OH:26].N1C=CN=C1. Product: [CH3:19][O:20][C:21]1[CH:27]=[C:25]([O:26][Si:1]([C:14]([CH3:17])([CH3:16])[CH3:15])([C:8]2[CH:13]=[CH:12][CH:11]=[CH:10][CH:9]=2)[C:2]2[CH:7]=[CH:6][CH:5]=[CH:4][CH:3]=2)[CH:24]=[C:23]([OH:28])[CH:22]=1. The catalyst class is: 18. (4) Reactant: [C:1]([C:4]1[CH:5]=[C:6]([F:31])[C:7]([N:15]2[CH2:23][C@@H:22]3[C@@H:17]([N:18](C(OC(C)(C)C)=O)[CH2:19][CH2:20][CH2:21]3)[CH2:16]2)=[C:8]2[C:12]=1[NH:11][C:10]([CH3:13])=[C:9]2[CH3:14])(=[O:3])[NH2:2].C(O)(C(F)(F)F)=O. Product: [F:31][C:6]1[C:7]([N:15]2[CH2:23][C@@H:22]3[C@@H:17]([NH:18][CH2:19][CH2:20][CH2:21]3)[CH2:16]2)=[C:8]2[C:12](=[C:4]([C:1]([NH2:2])=[O:3])[CH:5]=1)[NH:11][C:10]([CH3:13])=[C:9]2[CH3:14]. The catalyst class is: 2. (5) Reactant: [F:1][C:2]1[CH:11]=[CH:10][C:5]2[O:6][CH2:7][CH2:8][O:9][C:4]=2[CH:3]=1.NC1C=C[C:16]2[O:17]CCOC=2C=1.COC(Cl)Cl. Product: [F:1][C:2]1[C:11]([CH:16]=[O:17])=[CH:10][C:5]2[O:6][CH2:7][CH2:8][O:9][C:4]=2[CH:3]=1. The catalyst class is: 528.